From a dataset of Catalyst prediction with 721,799 reactions and 888 catalyst types from USPTO. Predict which catalyst facilitates the given reaction. (1) Reactant: Br[C:2]1[CH:3]=[CH:4][C:5]2[C:15]3[C:10](=[CH:11][N:12]=[CH:13][CH:14]=3)[CH:9]([CH3:16])[O:8][C:6]=2[CH:7]=1.[C:17](=[O:24])([O:19][C:20]([CH3:23])([CH3:22])[CH3:21])[NH2:18].C([O-])([O-])=O.[Cs+].[Cs+].CC1(C)C2C(=C(P(C3C=CC=CC=3)C3C=CC=CC=3)C=CC=2)OC2C(P(C3C=CC=CC=3)C3C=CC=CC=3)=CC=CC1=2. Product: [CH3:16][CH:9]1[C:10]2=[CH:11][N:12]=[CH:13][CH:14]=[C:15]2[C:5]2[CH:4]=[CH:3][C:2]([NH:18][C:17](=[O:24])[O:19][C:20]([CH3:23])([CH3:22])[CH3:21])=[CH:7][C:6]=2[O:8]1. The catalyst class is: 160. (2) Reactant: [Br:1][C:2]1[N:3]=[C:4]([C:16](=[O:24])[CH2:17][C:18]2[CH:23]=[CH:22][CH:21]=[CH:20][CH:19]=2)[N:5](COCC[Si](C)(C)C)[C:6]=1[Br:7].C(O)C.Cl. Product: [Br:7][C:6]1[N:5]=[C:4]([C:16](=[O:24])[CH2:17][C:18]2[CH:19]=[CH:20][CH:21]=[CH:22][CH:23]=2)[NH:3][C:2]=1[Br:1]. The catalyst class is: 25. (3) Reactant: FC(F)(F)C(O)=O.[F:8][C:9]1[CH:41]=[CH:40][CH:39]=[CH:38][C:10]=1[O:11][C:12]1[N:17]=[C:16]2[O:18][C:19]([C:21]3[CH:35]=[C:34]([CH3:36])[C:24]([O:25][CH2:26][C:27]([O:29]C(C)(C)C)=[O:28])=[C:23]([CH3:37])[CH:22]=3)=[N:20][C:15]2=[CH:14][CH:13]=1. Product: [F:8][C:9]1[CH:41]=[CH:40][CH:39]=[CH:38][C:10]=1[O:11][C:12]1[N:17]=[C:16]2[O:18][C:19]([C:21]3[CH:22]=[C:23]([CH3:37])[C:24]([O:25][CH2:26][C:27]([OH:29])=[O:28])=[C:34]([CH3:36])[CH:35]=3)=[N:20][C:15]2=[CH:14][CH:13]=1. The catalyst class is: 4. (4) Reactant: Cl[C:2]1[N:3]=[CH:4][C:5]2[CH2:6][CH2:7][N:8]3[C:18]4[CH:17]=[CH:16][CH:15]=[C:14]([F:19])[C:13]=4[CH:12]=[C:9]3[C:10]=2[CH:11]=1.[F:20][C:21]1[CH:26]=[CH:25][C:24]([C:27]2[O:28][C:29]3[CH:39]=[C:38]([N:40]([CH3:45])[S:41]([CH3:44])(=[O:43])=[O:42])[C:37](B4OC(C)(C)C(C)(C)O4)=[CH:36][C:30]=3[C:31]=2[C:32]([NH:34][CH3:35])=[O:33])=[CH:23][CH:22]=1.C([O-])([O-])=O.[K+].[K+].CC(C1C=C(C(C)C)C(C2C=CC=CC=2P(C2CCCCC2)C2CCCCC2)=C(C(C)C)C=1)C. Product: [F:19][C:14]1[C:13]2[CH:12]=[C:9]3[C:10]4[CH:11]=[C:2]([C:37]5[C:38]([N:40]([CH3:45])[S:41]([CH3:44])(=[O:43])=[O:42])=[CH:39][C:29]6[O:28][C:27]([C:24]7[CH:25]=[CH:26][C:21]([F:20])=[CH:22][CH:23]=7)=[C:31]([C:32]([NH:34][CH3:35])=[O:33])[C:30]=6[CH:36]=5)[N:3]=[CH:4][C:5]=4[CH2:6][CH2:7][N:8]3[C:18]=2[CH:17]=[CH:16][CH:15]=1. The catalyst class is: 333. (5) Reactant: [CH:1]1[C:13]2[CH:12]([CH2:14][O:15][C:16]([NH:18][C@H:19]([CH2:26][O:27][C@@H:28]3[O:37][CH:36]4[C@@H:31]([O:32][CH:33]([C:38]5[CH:43]=[CH:42][CH:41]=[CH:40][CH:39]=5)[O:34][CH2:35]4)[C@H:30]([OH:44])[C@@H:29]3[NH:45][C:46](=[O:48])[CH3:47])[C:20]([O:22][CH2:23][CH:24]=[CH2:25])=[O:21])=[O:17])[C:11]3[C:6](=[CH:7][CH:8]=[CH:9][CH:10]=3)[C:5]=2[CH:4]=[CH:3][CH:2]=1.[C:49]([S:68][CH2:69][C:70](O)=[O:71])([C:62]1[CH:67]=[CH:66][CH:65]=[CH:64][CH:63]=1)([C:56]1[CH:61]=[CH:60][CH:59]=[CH:58][CH:57]=1)[C:50]1[CH:55]=[CH:54][CH:53]=[CH:52][CH:51]=1.CC(C)N=C=NC(C)C. Product: [CH:10]1[C:11]2[CH:12]([CH2:14][O:15][C:16]([NH:18][C@H:19]([CH2:26][O:27][C@@H:28]3[O:37][CH:36]4[C@@H:31]([O:32][CH:33]([C:38]5[CH:43]=[CH:42][CH:41]=[CH:40][CH:39]=5)[O:34][CH2:35]4)[C@H:30]([O:44][C:70](=[O:71])[CH2:69][S:68][C:49]([C:50]4[CH:55]=[CH:54][CH:53]=[CH:52][CH:51]=4)([C:56]4[CH:57]=[CH:58][CH:59]=[CH:60][CH:61]=4)[C:62]4[CH:67]=[CH:66][CH:65]=[CH:64][CH:63]=4)[C@@H:29]3[NH:45][C:46](=[O:48])[CH3:47])[C:20]([O:22][CH2:23][CH:24]=[CH2:25])=[O:21])=[O:17])[C:13]3[C:5](=[CH:4][CH:3]=[CH:2][CH:1]=3)[C:6]=2[CH:7]=[CH:8][CH:9]=1. The catalyst class is: 154. (6) Reactant: [C:1]([O:11][CH:12]([CH3:14])[CH3:13])(=[O:10])/[CH:2]=[CH:3]/[C:4]([O:6][CH:7]([CH3:9])[CH3:8])=[O:5].[C:15]([O:25][CH2:26][CH3:27])(=[O:24])[CH:16]=[CH:17][C:18]1[CH:23]=[CH:22][CH:21]=[CH:20][CH:19]=1.C(OCCOCCOCCOC=C)=C.C(OOOC(C)(C)C)(=O)C(C)(C)C. Product: [C:4]([O:6][CH:7]([CH3:9])[CH3:8])(=[O:5])/[CH:3]=[CH:2]/[C:1]([O:11][CH:12]([CH3:14])[CH3:13])=[O:10].[C:15]([O:25][CH2:26][CH3:27])(=[O:24])[CH:16]=[CH:17][C:18]1[CH:19]=[CH:20][CH:21]=[CH:22][CH:23]=1. The catalyst class is: 83.